The task is: Regression. Given two drug SMILES strings and cell line genomic features, predict the synergy score measuring deviation from expected non-interaction effect.. This data is from NCI-60 drug combinations with 297,098 pairs across 59 cell lines. (1) Synergy scores: CSS=3.96, Synergy_ZIP=4.14, Synergy_Bliss=-0.413, Synergy_Loewe=-1.53, Synergy_HSA=-0.890. Drug 1: C(=O)(N)NO. Drug 2: CC(C)NC(=O)C1=CC=C(C=C1)CNNC.Cl. Cell line: UACC62. (2) Drug 2: C1C(C(OC1N2C=NC(=NC2=O)N)CO)O. Drug 1: C1CC(C1)(C(=O)O)C(=O)O.[NH2-].[NH2-].[Pt+2]. Synergy scores: CSS=36.7, Synergy_ZIP=-3.65, Synergy_Bliss=-3.25, Synergy_Loewe=6.62, Synergy_HSA=7.08. Cell line: SK-MEL-2. (3) Drug 1: C#CCC(CC1=CN=C2C(=N1)C(=NC(=N2)N)N)C3=CC=C(C=C3)C(=O)NC(CCC(=O)O)C(=O)O. Drug 2: C1C(C(OC1N2C=NC(=NC2=O)N)CO)O. Cell line: EKVX. Synergy scores: CSS=3.03, Synergy_ZIP=-3.33, Synergy_Bliss=-1.85, Synergy_Loewe=-7.27, Synergy_HSA=-2.70. (4) Drug 1: CC1C(C(CC(O1)OC2CC(CC3=C2C(=C4C(=C3O)C(=O)C5=C(C4=O)C(=CC=C5)OC)O)(C(=O)C)O)N)O.Cl. Drug 2: C1CC(=O)NC(=O)C1N2C(=O)C3=CC=CC=C3C2=O. Cell line: UACC62. Synergy scores: CSS=20.1, Synergy_ZIP=-0.574, Synergy_Bliss=9.58, Synergy_Loewe=-8.18, Synergy_HSA=9.86. (5) Drug 1: C1=CC=C(C=C1)NC(=O)CCCCCCC(=O)NO. Drug 2: CC1=C(C(=O)C2=C(C1=O)N3CC4C(C3(C2COC(=O)N)OC)N4)N. Cell line: BT-549. Synergy scores: CSS=10.3, Synergy_ZIP=-4.26, Synergy_Bliss=-0.445, Synergy_Loewe=-15.7, Synergy_HSA=-4.36. (6) Drug 1: C1=CC(=CC=C1CCC2=CNC3=C2C(=O)NC(=N3)N)C(=O)NC(CCC(=O)O)C(=O)O. Drug 2: CC1CCC2CC(C(=CC=CC=CC(CC(C(=O)C(C(C(=CC(C(=O)CC(OC(=O)C3CCCCN3C(=O)C(=O)C1(O2)O)C(C)CC4CCC(C(C4)OC)O)C)C)O)OC)C)C)C)OC. Cell line: T-47D. Synergy scores: CSS=8.71, Synergy_ZIP=-5.36, Synergy_Bliss=-5.49, Synergy_Loewe=-6.46, Synergy_HSA=-2.66. (7) Drug 1: CS(=O)(=O)CCNCC1=CC=C(O1)C2=CC3=C(C=C2)N=CN=C3NC4=CC(=C(C=C4)OCC5=CC(=CC=C5)F)Cl. Drug 2: C1CCC(C(C1)N)N.C(=O)(C(=O)[O-])[O-].[Pt+4]. Cell line: SW-620. Synergy scores: CSS=26.2, Synergy_ZIP=1.95, Synergy_Bliss=0.147, Synergy_Loewe=-16.2, Synergy_HSA=-2.66. (8) Drug 1: CC1C(C(=O)NC(C(=O)N2CCCC2C(=O)N(CC(=O)N(C(C(=O)O1)C(C)C)C)C)C(C)C)NC(=O)C3=C4C(=C(C=C3)C)OC5=C(C(=O)C(=C(C5=N4)C(=O)NC6C(OC(=O)C(N(C(=O)CN(C(=O)C7CCCN7C(=O)C(NC6=O)C(C)C)C)C)C(C)C)C)N)C. Drug 2: CS(=O)(=O)CCNCC1=CC=C(O1)C2=CC3=C(C=C2)N=CN=C3NC4=CC(=C(C=C4)OCC5=CC(=CC=C5)F)Cl. Cell line: SK-MEL-5. Synergy scores: CSS=42.9, Synergy_ZIP=-1.01, Synergy_Bliss=3.72, Synergy_Loewe=-6.04, Synergy_HSA=4.23.